Dataset: Forward reaction prediction with 1.9M reactions from USPTO patents (1976-2016). Task: Predict the product of the given reaction. (1) Given the reactants [CH:1]12[CH2:10][CH:5]3[CH2:6][CH:7]([CH2:9][CH:3]([CH2:4]3)[CH:2]1[NH:11][C:12]([C:14]1[CH:15]=[N:16][N:17]([C:20]3[CH:25]=[CH:24][CH:23]=[CH:22][CH:21]=3)[C:18]=1Cl)=[O:13])[CH2:8]2.[CH3:26][O:27][CH2:28][CH2:29][CH2:30][NH2:31], predict the reaction product. The product is: [CH:1]12[CH2:10][CH:5]3[CH2:6][CH:7]([CH2:9][CH:3]([CH2:4]3)[CH:2]1[NH:11][C:12]([C:14]1[CH:15]=[N:16][N:17]([C:20]3[CH:25]=[CH:24][CH:23]=[CH:22][CH:21]=3)[C:18]=1[NH:31][CH2:30][CH2:29][CH2:28][O:27][CH3:26])=[O:13])[CH2:8]2. (2) Given the reactants [F:1][C:2]1[CH:7]=[C:6]([CH3:8])[CH:5]=[CH:4][C:3]=1[NH:9][C:10]1[C:19]2[C:14](=[CH:15][C:16]([O:26][CH3:27])=[C:17]([CH:20]3[CH2:25][CH2:24][NH:23][CH2:22][CH2:21]3)[CH:18]=2)[N:13]=[N:12][C:11]=1[C:28]([NH2:30])=[O:29].C(N(C(C)C)C(C)C)C.[CH3:40][S:41](Cl)(=[O:43])=[O:42], predict the reaction product. The product is: [F:1][C:2]1[CH:7]=[C:6]([CH3:8])[CH:5]=[CH:4][C:3]=1[NH:9][C:10]1[C:19]2[C:14](=[CH:15][C:16]([O:26][CH3:27])=[C:17]([CH:20]3[CH2:25][CH2:24][N:23]([S:41]([CH3:40])(=[O:43])=[O:42])[CH2:22][CH2:21]3)[CH:18]=2)[N:13]=[N:12][C:11]=1[C:28]([NH2:30])=[O:29]. (3) Given the reactants O[C:2]1([C:11]2[CH:16]=[CH:15][C:14]([O:17][CH3:18])=[CH:13][CH:12]=2)[CH2:7][CH2:6][CH2:5][CH:4]([C:8]([OH:10])=O)[CH2:3]1.[CH:19]1([NH2:25])[CH2:24][CH2:23][CH2:22][CH2:21][CH2:20]1.F[P-](F)(F)(F)(F)F.N1(O[P+](N(C)C)(N(C)C)N(C)C)C2C=CC=CC=2N=N1.C(N(CC)C(C)C)(C)C, predict the reaction product. The product is: [CH:19]1([NH:25][C:8]([CH:4]2[CH2:5][CH2:6][CH2:7][C:2]([C:11]3[CH:16]=[CH:15][C:14]([O:17][CH3:18])=[CH:13][CH:12]=3)=[CH:3]2)=[O:10])[CH2:24][CH2:23][CH2:22][CH2:21][CH2:20]1. (4) Given the reactants [C:1]([O:5][C:6](=[O:30])[NH:7][C@H:8]([C:22]([N:24]1[CH2:28][CH2:27][C@H:26]([F:29])[CH2:25]1)=[O:23])[C@H:9]([C:15]1[CH:20]=[CH:19][C:18]([OH:21])=[CH:17][CH:16]=1)[C:10]([N:12]([CH3:14])[CH3:13])=[O:11])([CH3:4])([CH3:3])[CH3:2].[H][H], predict the reaction product. The product is: [C:1]([O:5][C:6](=[O:30])[NH:7][C@H:8]([C:22]([N:24]1[CH2:28][CH2:27][C@H:26]([F:29])[CH2:25]1)=[O:23])[C@H:9]([CH:15]1[CH2:16][CH2:17][CH:18]([OH:21])[CH2:19][CH2:20]1)[C:10]([N:12]([CH3:14])[CH3:13])=[O:11])([CH3:4])([CH3:2])[CH3:3]. (5) Given the reactants [CH3:1][C:2]1[CH:7]=[CH:6][C:5]([C:8]2[CH2:14][CH2:13][CH2:12][CH2:11][CH2:10][C:9]=2[C:15]([O:17]C)=[O:16])=[CH:4][CH:3]=1.[OH-].[Na+].Cl, predict the reaction product. The product is: [CH3:1][C:2]1[CH:3]=[CH:4][C:5]([C:8]2[CH2:14][CH2:13][CH2:12][CH2:11][CH2:10][C:9]=2[C:15]([OH:17])=[O:16])=[CH:6][CH:7]=1. (6) Given the reactants [C:1]([O:5][C:6](=[O:21])[NH:7][CH2:8][CH2:9][C:10]1[CH:15]=[CH:14][C:13]([NH:16][C:17](=[NH:20])SC)=[CH:12][CH:11]=1)([CH3:4])([CH3:3])[CH3:2].[C:22]12[C:28](=[CH:29][CH:30]=[CH:31][CH:32]=1)[NH:27]C(=O)O[C:23]2=[O:24].C([O-])([O-])=O.[Na+].[Na+], predict the reaction product. The product is: [C:1]([O:5][C:6](=[O:21])[NH:7][CH2:8][CH2:9][C:10]1[CH:15]=[CH:14][C:13]([NH:16][C:17]2[NH:27][C:28]3[C:22]([C:23](=[O:24])[N:20]=2)=[CH:32][CH:31]=[CH:30][CH:29]=3)=[CH:12][CH:11]=1)([CH3:4])([CH3:3])[CH3:2]. (7) Given the reactants P(=O)(O)(O)O.[CH3:6][N:7]([CH3:34])[C:8]([C:10]1[C:22]([CH2:23][CH2:24][CH:25]([OH:32])[C:26]2[CH:31]=[CH:30][CH:29]=[CH:28][CH:27]=2)=[C:21](O)[C:13]2[N:14]=[C:15]([CH:18]([CH3:20])[CH3:19])[N:16]([CH3:17])[C:12]=2[CH:11]=1)=[O:9].[OH-].[Na+], predict the reaction product. The product is: [CH3:6][N:7]([CH3:34])[C:8]([C:10]1[C:22]2[CH2:23][CH2:24][CH:25]([C:26]3[CH:27]=[CH:28][CH:29]=[CH:30][CH:31]=3)[O:32][C:21]=2[C:13]2[N:14]=[C:15]([CH:18]([CH3:20])[CH3:19])[N:16]([CH3:17])[C:12]=2[CH:11]=1)=[O:9].